This data is from Full USPTO retrosynthesis dataset with 1.9M reactions from patents (1976-2016). The task is: Predict the reactants needed to synthesize the given product. (1) Given the product [C:1]([N:8]1[CH2:13][CH2:12][CH:11]([O:14][C:15]2[CH:20]=[C:19]([C:21]([F:24])([F:23])[F:22])[CH:18]=[C:17]([NH:25][C:38]([C:37]3[C:32]([F:31])=[N:33][CH:34]=[CH:35][CH:36]=3)=[O:39])[CH:16]=2)[CH2:10][CH2:9]1)([O:3][C:4]([CH3:7])([CH3:6])[CH3:5])=[O:2], predict the reactants needed to synthesize it. The reactants are: [C:1]([N:8]1[CH2:13][CH2:12][CH:11]([O:14][C:15]2[CH:20]=[C:19]([C:21]([F:24])([F:23])[F:22])[CH:18]=[C:17]([NH2:25])[CH:16]=2)[CH2:10][CH2:9]1)([O:3][C:4]([CH3:7])([CH3:6])[CH3:5])=[O:2].C([O-])(O)=O.[Na+].[F:31][C:32]1[C:37]([C:38](Cl)=[O:39])=[CH:36][CH:35]=[CH:34][N:33]=1.CCOC(C)=O.CCCCCC. (2) Given the product [Cl:16][CH2:12][C:10]1[CH:9]=[N:8][N:7]([C:1]2[CH:6]=[CH:5][CH:4]=[CH:3][CH:2]=2)[CH:11]=1, predict the reactants needed to synthesize it. The reactants are: [C:1]1([N:7]2[CH:11]=[C:10]([CH2:12]O)[CH:9]=[N:8]2)[CH:6]=[CH:5][CH:4]=[CH:3][CH:2]=1.S(Cl)([Cl:16])=O.C(=O)([O-])O.[Na+]. (3) Given the product [CH2:11]([O:16][C:7]1[C:2]([CH:8]=[O:9])=[N:3][CH:4]=[CH:5][CH:6]=1)[CH2:12][CH2:13][CH3:14], predict the reactants needed to synthesize it. The reactants are: O[C:2]1([CH:8]=[O:9])[CH:7]=[CH:6][CH:5]=[CH:4][NH:3]1.I[CH2:11][CH2:12][CH2:13][CH3:14].C(=O)([O-])[O-:16].[K+].[K+].C(OCC)(=O)C. (4) Given the product [Cl:71][C:65]1[CH:64]=[C:63]([C:60]2[CH:61]=[CH:62][N:58]([CH2:57][C@@H:56]([NH:55][C:7]([C:5]3[N:6]=[C:2]([CH3:1])[NH:3][CH:4]=3)=[O:9])[CH3:72])[N:59]=2)[CH:70]=[CH:69][C:66]=1[C:67]#[N:68], predict the reactants needed to synthesize it. The reactants are: [CH3:1][C:2]1[NH:3][CH:4]=[C:5]([C:7]([OH:9])=O)[N:6]=1.F[P-](F)(F)(F)(F)F.N1(OC(N(C)C)=[N+](C)C)C2C=CC=CC=2N=N1.Cl.CN(C)CCCN=C=NCC.CCN(C(C)C)C(C)C.[NH2:55][C@@H:56]([CH3:72])[CH2:57][N:58]1[CH:62]=[CH:61][C:60]([C:63]2[CH:70]=[CH:69][C:66]([C:67]#[N:68])=[C:65]([Cl:71])[CH:64]=2)=[N:59]1. (5) Given the product [NH2:23][C:20]1[N:19]=[CH:18][C:17]([C:6]2[N:5]=[C:4]3[C:9]([N:10]=[C:2]([NH:10][CH2:9][CH2:4][N:3]([CH3:24])[CH3:2])[N:3]3[CH2:24][CH:25]3[CH2:27][CH2:26]3)=[C:8]([N:11]3[CH2:16][CH2:15][O:14][CH2:13][CH2:12]3)[N:7]=2)=[CH:22][N:21]=1, predict the reactants needed to synthesize it. The reactants are: Cl[C:2]1[N:3]([CH2:24][CH:25]2[CH2:27][CH2:26]2)[C:4]2[C:9]([N:10]=1)=[C:8]([N:11]1[CH2:16][CH2:15][O:14][CH2:13][CH2:12]1)[N:7]=[C:6]([C:17]1[CH:18]=[N:19][C:20]([NH2:23])=[N:21][CH:22]=1)[N:5]=2. (6) Given the product [C:1]([O:5][C:6]([N:8]1[CH2:9][CH2:10][CH:11]([N:14]2[C:22]3[C:17](=[CH:18][CH:19]=[C:20]([F:23])[CH:21]=3)[C:16]([C:24]3[N:25]=[C:26]4[C:32]([C:33](=[O:35])[NH:57][CH:54]5[CH2:55][CH2:56][CH:52]([NH:51][C:50]([O:49][C:45]([CH3:48])([CH3:47])[CH3:46])=[O:58])[CH2:53]5)=[CH:31][N:30]([CH2:36][O:37][CH2:38][CH2:39][Si:40]([CH3:41])([CH3:42])[CH3:43])[C:27]4=[N:28][CH:29]=3)=[N:15]2)[CH2:12][CH2:13]1)=[O:7])([CH3:4])([CH3:3])[CH3:2], predict the reactants needed to synthesize it. The reactants are: [C:1]([O:5][C:6]([N:8]1[CH2:13][CH2:12][CH:11]([N:14]2[C:22]3[C:17](=[CH:18][CH:19]=[C:20]([F:23])[CH:21]=3)[C:16]([C:24]3[N:25]=[C:26]4[C:32]([C:33]([OH:35])=O)=[CH:31][N:30]([CH2:36][O:37][CH2:38][CH2:39][Si:40]([CH3:43])([CH3:42])[CH3:41])[C:27]4=[N:28][CH:29]=3)=[N:15]2)[CH2:10][CH2:9]1)=[O:7])([CH3:4])([CH3:3])[CH3:2].Cl.[C:45]([O:49][C:50](=[O:58])[NH:51][CH:52]1[CH2:56][CH2:55][CH:54]([NH2:57])[CH2:53]1)([CH3:48])([CH3:47])[CH3:46].C(N(CC)C(C)C)(C)C.CN(C(ON1N=NC2C=CC=NC1=2)=[N+](C)C)C.F[P-](F)(F)(F)(F)F. (7) Given the product [CH2:25]([C:27]1[CH:32]=[CH:31][CH:30]=[CH:29][C:28]=1[S:33][C:2]1[S:6][C:5]([C:7]2[CH:12]=[CH:11][N:10]=[C:9]([NH:13][CH2:14][CH2:15][N:16]3[C:20]([CH3:22])([CH3:21])[C:19](=[O:23])[NH:18][C:17]3=[O:24])[N:8]=2)=[CH:4][CH:3]=1)[CH3:26], predict the reactants needed to synthesize it. The reactants are: I[C:2]1[S:6][C:5]([C:7]2[CH:12]=[CH:11][N:10]=[C:9]([NH:13][CH2:14][CH2:15][N:16]3[C:20]([CH3:22])([CH3:21])[C:19](=[O:23])[NH:18][C:17]3=[O:24])[N:8]=2)=[CH:4][CH:3]=1.[CH2:25]([C:27]1[CH:32]=[CH:31][CH:30]=[CH:29][C:28]=1[SH:33])[CH3:26].CC1(C)C2C(=C(P(C3C=CC=CC=3)C3C=CC=CC=3)C=CC=2)OC2C(P(C3C=CC=CC=3)C3C=CC=CC=3)=CC=CC1=2.C(O[K])(C)(C)C. (8) Given the product [OH:37][CH:34]([CH2:35][OH:36])[CH2:33][NH:32][C:3](=[O:5])[CH:2]([OH:1])[C:6]1[CH:11]=[CH:10][C:9]([C:12]2[N:16]=[C:15]([C:17]3[O:21][N:20]=[C:19]([C:22]4[CH:23]=[CH:24][CH:25]=[CH:26][CH:27]=4)[C:18]=3[C:28]([F:30])([F:29])[F:31])[O:14][N:13]=2)=[CH:8][CH:7]=1, predict the reactants needed to synthesize it. The reactants are: [OH:1][CH:2]([C:6]1[CH:11]=[CH:10][C:9]([C:12]2[N:16]=[C:15]([C:17]3[O:21][N:20]=[C:19]([C:22]4[CH:27]=[CH:26][CH:25]=[CH:24][CH:23]=4)[C:18]=3[C:28]([F:31])([F:30])[F:29])[O:14][N:13]=2)=[CH:8][CH:7]=1)[C:3]([OH:5])=O.[NH2:32][CH2:33][CH:34]([OH:37])[CH2:35][OH:36].CN1CCOCC1.CN(C(ON1N=NC2C=CC=NC1=2)=[N+](C)C)C.F[P-](F)(F)(F)(F)F.